The task is: Predict the reactants needed to synthesize the given product.. This data is from Full USPTO retrosynthesis dataset with 1.9M reactions from patents (1976-2016). (1) Given the product [NH2:18][C@:10]([C:5]1[CH:6]=[CH:7][C:8]([F:9])=[C:3]([CH:4]=1)[CH2:2][NH:1][C:47](=[O:48])[O:46][C:43]([CH3:45])([CH3:44])[CH3:42])([C:19]1[CH:24]=[C:23]([O:25][C:26]([F:31])([F:30])[CH:27]([F:29])[F:28])[CH:22]=[C:21]([F:32])[CH:20]=1)[CH2:11][C:12]1[CH:17]=[CH:16][CH:15]=[CH:14][CH:13]=1, predict the reactants needed to synthesize it. The reactants are: [NH2:1][CH2:2][C:3]1[CH:4]=[C:5]([C@:10]([C:19]2[CH:24]=[C:23]([O:25][C:26]([F:31])([F:30])[CH:27]([F:29])[F:28])[CH:22]=[C:21]([F:32])[CH:20]=2)([NH2:18])[CH2:11][C:12]2[CH:17]=[CH:16][CH:15]=[CH:14][CH:13]=2)[CH:6]=[CH:7][C:8]=1[F:9].CCN(C(C)C)C(C)C.[CH3:42][C:43]([O:46][C:47](O[C:47]([O:46][C:43]([CH3:45])([CH3:44])[CH3:42])=[O:48])=[O:48])([CH3:45])[CH3:44].[NH4+].[Cl-]. (2) The reactants are: [C:1]([C:5]1[CH:10]=[CH:9][C:8]([S:11]([N:14]([CH2:22][C:23]([OH:25])=O)[C:15]2[CH:20]=[CH:19][C:18]([CH3:21])=[CH:17][CH:16]=2)(=[O:13])=[O:12])=[CH:7][CH:6]=1)([CH3:4])([CH3:3])[CH3:2].[CH2:26]([NH:28][CH2:29][C:30]1[N:35]=[C:34]([N:36]([CH3:38])[CH3:37])[CH:33]=[CH:32][CH:31]=1)[CH3:27]. Given the product [C:1]([C:5]1[CH:10]=[CH:9][C:8]([S:11]([N:14]([C:15]2[CH:16]=[CH:17][C:18]([CH3:21])=[CH:19][CH:20]=2)[CH2:22][C:23]([N:28]([CH2:29][C:30]2[CH:31]=[CH:32][CH:33]=[C:34]([N:36]([CH3:37])[CH3:38])[N:35]=2)[CH2:26][CH3:27])=[O:25])(=[O:12])=[O:13])=[CH:7][CH:6]=1)([CH3:4])([CH3:3])[CH3:2], predict the reactants needed to synthesize it.